Dataset: Catalyst prediction with 721,799 reactions and 888 catalyst types from USPTO. Task: Predict which catalyst facilitates the given reaction. (1) Reactant: [Cl:1][C:2]1[C:7]([C:8]#[N:9])=[C:6]([CH2:10][O:11][CH3:12])[N:5]=[C:4](Cl)[CH:3]=1.[C:14]1([C@H:20]([NH:22][C:23]([NH2:25])=[O:24])[CH3:21])[CH:19]=[CH:18][CH:17]=[CH:16][CH:15]=1.CC1(C)C2C(=C(P(C3C=CC=CC=3)C3C=CC=CC=3)C=CC=2)OC2C(P(C3C=CC=CC=3)C3C=CC=CC=3)=CC=CC1=2.C(N(CC)CC)C. Product: [Cl:1][C:2]1[C:7]([C:8]#[N:9])=[C:6]([CH2:10][O:11][CH3:12])[N:5]=[C:4]([NH:25][C:23]([NH:22][C@@H:20]([C:14]2[CH:19]=[CH:18][CH:17]=[CH:16][CH:15]=2)[CH3:21])=[O:24])[CH:3]=1. The catalyst class is: 1. (2) Reactant: [CH3:1][C:2]1[CH:11]=[C:10]([NH:12][C:13]([NH:15][CH2:16][CH2:17][N:18]2[CH2:23][CH2:22][NH:21][CH2:20][CH2:19]2)=[O:14])[C:9]2[C:4](=[CH:5][CH:6]=[CH:7][CH:8]=2)[N:3]=1.[CH:24]1[CH:29]=[CH:28][C:27]([C:30]2[C:35]([N:36]=[C:37]=[O:38])=[CH:34][CH:33]=[CH:32][CH:31]=2)=[CH:26][CH:25]=1. Product: [C:30]1([C:27]2[CH:28]=[CH:29][CH:24]=[CH:25][CH:26]=2)[CH:31]=[CH:32][CH:33]=[CH:34][C:35]=1[NH:36][C:37]([N:21]1[CH2:22][CH2:23][N:18]([CH2:17][CH2:16][NH:15][C:13]([NH:12][C:10]2[C:9]3[C:4](=[CH:5][CH:6]=[CH:7][CH:8]=3)[N:3]=[C:2]([CH3:1])[CH:11]=2)=[O:14])[CH2:19][CH2:20]1)=[O:38]. The catalyst class is: 1. (3) The catalyst class is: 119. Product: [C:1]([O:5][C:6]([NH:8][C:9]([CH3:13])([CH3:12])[CH2:10][O:11][C:29](=[O:30])[C@H:25]([CH:26]([CH3:27])[CH3:28])[NH:24][C:22]([O:21][CH2:14][C:15]1[CH:20]=[CH:19][CH:18]=[CH:17][CH:16]=1)=[O:23])=[O:7])([CH3:4])([CH3:3])[CH3:2]. Reactant: [C:1]([O:5][C:6]([NH:8][C:9]([CH3:13])([CH3:12])[CH2:10][OH:11])=[O:7])([CH3:4])([CH3:3])[CH3:2].[CH2:14]([O:21][C:22]([NH:24][C@H:25]([C:29](O)=[O:30])[CH:26]([CH3:28])[CH3:27])=[O:23])[C:15]1[CH:20]=[CH:19][CH:18]=[CH:17][CH:16]=1.C1(N=C=NC2CCCCC2)CCCCC1. (4) Reactant: [CH:1]([C:4]1[CH:9]=[CH:8][C:7]([C:10]2[C:19]3[C:14](=[CH:15][CH:16]=[C:17]([O:20][CH2:21][C:22]#[CH:23])[CH:18]=3)[N:13]=[C:12]([C:24](O)=[O:25])[N:11]=2)=[CH:6][CH:5]=1)([CH3:3])[CH3:2].[NH2:27][C:28]1[CH:33]=[CH:32][C:31]([Cl:34])=[CH:30][C:29]=1O.F[P-](F)(F)(F)(F)F.N1(O[P+](N(C)C)(N(C)C)N(C)C)C2C=CC=CC=2N=N1.C(N(C(C)C)C(C)C)C.[OH-].[Na+]. Product: [Cl:34][C:31]1[CH:32]=[CH:33][C:28]2[N:27]=[C:24]([C:12]3[N:11]=[C:10]([C:7]4[CH:8]=[CH:9][C:4]([CH:1]([CH3:2])[CH3:3])=[CH:5][CH:6]=4)[C:19]4[C:14](=[CH:15][CH:16]=[C:17]([O:20][CH2:21][C:22]#[CH:23])[CH:18]=4)[N:13]=3)[O:25][C:29]=2[CH:30]=1. The catalyst class is: 1. (5) Reactant: [O:1]1[CH2:6][CH2:5][CH2:4][CH2:3][CH:2]1[O:7][CH2:8][C:9]([O:11]CC)=O.[CH3:14][CH2:15][Mg+].[Br-]. Product: [O:1]1[CH2:6][CH2:5][CH2:4][CH2:3][CH:2]1[O:7][CH2:8][C:9]1([OH:11])[CH2:15][CH2:14]1. The catalyst class is: 1. (6) Reactant: [CH:1]([O:3][CH2:4][CH2:5][O:6][CH2:7][CH2:8][O:9][CH2:10][CH3:11])=[CH2:2].N(C(C)(C)C(OC)=O)=N[C:14](C)(C)[C:15](OC)=[O:16]. Product: [CH:10]([O:9][CH2:8][CH2:7][CH2:14][CH2:15][OH:16])=[CH2:11].[CH:1]([O:3][CH2:4][CH2:5][O:6][CH2:7][CH2:8][O:9][CH2:10][CH3:11])=[CH2:2]. The catalyst class is: 5.